This data is from Full USPTO retrosynthesis dataset with 1.9M reactions from patents (1976-2016). The task is: Predict the reactants needed to synthesize the given product. (1) Given the product [CH2:18]([O:17][C:15]([N:9]1[CH2:14][CH2:13][N:12]([C:2]2[CH:7]=[CH:6][CH:5]=[C:4]([Cl:8])[CH:3]=2)[CH2:11][CH2:10]1)=[O:16])[CH:19]([CH3:21])[CH3:20], predict the reactants needed to synthesize it. The reactants are: Br[C:2]1[CH:3]=[C:4]([Cl:8])[CH:5]=[CH:6][CH:7]=1.[N:9]1([C:15]([O:17][CH2:18][CH:19]([CH3:21])[CH3:20])=[O:16])[CH2:14][CH2:13][NH:12][CH2:11][CH2:10]1.C(O[Na])(C)(C)C.CC1(C)C2C(=C(P(C3C=CC=CC=3)C3C=CC=CC=3)C=CC=2)OC2C(P(C3C=CC=CC=3)C3C=CC=CC=3)=CC=CC1=2. (2) Given the product [Cl:13][C:3]1[CH:4]=[C:5]([CH2:8][S:9]([CH3:12])(=[O:11])=[O:10])[CH:6]=[CH:7][C:2]=1[B:14]1[O:18][C:17]([CH3:20])([CH3:19])[C:16]([CH3:22])([CH3:21])[O:15]1, predict the reactants needed to synthesize it. The reactants are: Br[C:2]1[CH:7]=[CH:6][C:5]([CH2:8][S:9]([CH3:12])(=[O:11])=[O:10])=[CH:4][C:3]=1[Cl:13].[B:14]1([B:14]2[O:18][C:17]([CH3:20])([CH3:19])[C:16]([CH3:22])([CH3:21])[O:15]2)[O:18][C:17]([CH3:20])([CH3:19])[C:16]([CH3:22])([CH3:21])[O:15]1.C([O-])(=O)C.[K+]. (3) Given the product [Cl:1][C:2]1[S:3][C:4]([C:16](=[O:17])[CH2:15][CH2:14][CH2:13][CH2:12][C:11]([O:10][CH2:8][CH3:9])=[O:19])=[CH:5][CH:6]=1, predict the reactants needed to synthesize it. The reactants are: [Cl:1][C:2]1[S:3][CH:4]=[CH:5][CH:6]=1.[Cl-].[CH2:8]([O:10][C:11](=[O:19])[CH2:12][CH2:13][CH2:14][CH2:15][C:16](O)=[O:17])[CH3:9].[Cl-].[Al+3].[Cl-].[Cl-]. (4) Given the product [CH2:18]([O:17][C:15]1[CH:16]=[C:11]([C@@H:2]([NH:1][C:33]([C@@H:35]2[CH2:40][CH2:39][CH2:38][N:37]([C:41](=[O:57])[CH2:42][CH2:43][CH:44]3[CH2:49][CH2:48][N:47]([C:50]([O:52][C:53]([CH3:55])([CH3:54])[CH3:56])=[O:51])[CH2:46][CH2:45]3)[CH2:36]2)=[O:32])[CH2:3][C:4]([O:6][C:7]([CH3:10])([CH3:9])[CH3:8])=[O:5])[CH:12]=[N:13][CH:14]=1)[C:19]1[CH:24]=[CH:23][CH:22]=[CH:21][CH:20]=1, predict the reactants needed to synthesize it. The reactants are: [NH2:1][C@H:2]([C:11]1[CH:12]=[N:13][CH:14]=[C:15]([O:17][CH2:18][C:19]2[CH:24]=[CH:23][CH:22]=[CH:21][CH:20]=2)[CH:16]=1)[CH2:3][C:4]([O:6][C:7]([CH3:10])([CH3:9])[CH3:8])=[O:5].O=C1CCC(=O)N1[O:32][C:33]([C@@H:35]1[CH2:40][CH2:39][CH2:38][N:37]([C:41](=[O:57])[CH2:42][CH2:43][CH:44]2[CH2:49][CH2:48][N:47]([C:50]([O:52][C:53]([CH3:56])([CH3:55])[CH3:54])=[O:51])[CH2:46][CH2:45]2)[CH2:36]1)=O.C(N(CC)CC)C. (5) Given the product [OH:1][C:2]1[C:11]2[C:6](=[CH:7][CH:8]=[C:9]([OH:12])[N:10]=2)[N:5]=[CH:4][C:3]=1[C:14](=[O:17])[CH2:15][CH3:16], predict the reactants needed to synthesize it. The reactants are: [OH:1][C:2]1[C:11]2[C:6](=[CH:7][CH:8]=[C:9]([O:12]C)[N:10]=2)[N:5]=[CH:4][C:3]=1[C:14](=[O:17])[CH2:15][CH3:16].C[Si](Cl)(C)C.[I-].[Na+].S([O-])([O-])(=O)=S.[Na+].[Na+]. (6) Given the product [C:14]([C:11]1[CH:10]=[CH:9][C:8]([NH:7][C:4]2[C:3]([C:18]([NH2:20])=[O:19])=[C:2]([N:1]=[CH:26][C:25]3[CH:28]=[CH:29][C:22]([OH:21])=[CH:23][CH:24]=3)[NH:6][N:5]=2)=[CH:13][CH:12]=1)([CH3:17])([CH3:15])[CH3:16], predict the reactants needed to synthesize it. The reactants are: [NH2:1][C:2]1[NH:6][N:5]=[C:4]([NH:7][C:8]2[CH:13]=[CH:12][C:11]([C:14]([CH3:17])([CH3:16])[CH3:15])=[CH:10][CH:9]=2)[C:3]=1[C:18]([NH2:20])=[O:19].[OH:21][C:22]1[CH:29]=[CH:28][C:25]([CH:26]=O)=[CH:24][CH:23]=1. (7) The reactants are: CC1C(=O)NC(=O)NC=1C(O)=O.[OH:13][C:14]1[N:19]=[C:18]([OH:20])[CH:17]=[C:16]([C:21]([O:23][CH3:24])=[O:22])[N:15]=1.S(Cl)([Cl:28])(=O)=O. Given the product [Cl:28][C:17]1[C:18]([OH:20])=[N:19][C:14]([OH:13])=[N:15][C:16]=1[C:21]([O:23][CH3:24])=[O:22], predict the reactants needed to synthesize it.